This data is from Full USPTO retrosynthesis dataset with 1.9M reactions from patents (1976-2016). The task is: Predict the reactants needed to synthesize the given product. (1) Given the product [CH:29]([N:32]([CH2:16][CH2:15][CH:14]([C:8]1[CH:9]=[C:10]([CH3:13])[CH:11]=[CH:12][C:7]=1[O:6][S:3]([CH2:1][CH3:2])(=[O:4])=[O:5])[C:23]1[CH:28]=[CH:27][CH:26]=[CH:25][CH:24]=1)[CH:33]([CH3:35])[CH3:34])([CH3:31])[CH3:30], predict the reactants needed to synthesize it. The reactants are: [CH2:1]([S:3]([O:6][C:7]1[CH:12]=[CH:11][C:10]([CH3:13])=[CH:9][C:8]=1[CH:14]([C:23]1[CH:28]=[CH:27][CH:26]=[CH:25][CH:24]=1)[CH2:15][CH2:16]C(S([O-])(=O)=O)C)(=[O:5])=[O:4])[CH3:2].[CH:29]([NH:32][CH:33]([CH3:35])[CH3:34])([CH3:31])[CH3:30].[I-].[Na+]. (2) Given the product [CH3:38][C:35]([O:34][C:33]([NH:32][C:22]1[CH:23]=[CH:24][C:25]([C:27]2[S:28][CH:29]=[CH:30][CH:31]=2)=[CH:26][C:21]=1[NH:20][C:15]([C:14]1[CH:13]=[CH:12][C:11]([C:9](=[O:10])[CH2:8][CH2:7][P:4]([CH3:6])(=[O:5])[O:3][CH2:1][CH3:2])=[CH:19][CH:18]=1)=[O:17])=[O:39])([CH3:36])[CH3:37], predict the reactants needed to synthesize it. The reactants are: [CH2:1]([O:3][P:4]([CH2:7][CH2:8][C:9]([C:11]1[CH:19]=[CH:18][C:14]([C:15]([OH:17])=O)=[CH:13][CH:12]=1)=[O:10])([CH3:6])=[O:5])[CH3:2].[NH2:20][C:21]1[CH:26]=[C:25]([C:27]2[S:28][CH:29]=[CH:30][CH:31]=2)[CH:24]=[CH:23][C:22]=1[NH:32][C:33](=[O:39])[O:34][C:35]([CH3:38])([CH3:37])[CH3:36].CCN(C(C)C)C(C)C.F[P-](F)(F)(F)(F)F.N1(O[P+](N(C)C)(N(C)C)N(C)C)C2C=CC=CC=2N=N1.C([O-])(O)=O.[Na+]. (3) Given the product [C:11]([O:15][C:16]([N:18]1[CH2:23][CH2:22][N:21]([CH2:5][C:4]2[CH:7]=[CH:8][C:9]([Cl:10])=[C:2]([Cl:1])[CH:3]=2)[CH2:20][CH2:19]1)=[O:17])([CH3:14])([CH3:12])[CH3:13], predict the reactants needed to synthesize it. The reactants are: [Cl:1][C:2]1[CH:3]=[C:4]([CH:7]=[CH:8][C:9]=1[Cl:10])[CH2:5]Br.[C:11]([O:15][C:16]([N:18]1[CH2:23][CH2:22][NH:21][CH2:20][CH2:19]1)=[O:17])([CH3:14])([CH3:13])[CH3:12].C(N(CC)CC)C.[OH-].[Na+]. (4) Given the product [O:26]=[C:25]([NH:1][N:2]1[CH:6]=[CH:5][CH:4]=[C:3]1[C:7](=[O:8])[NH:9][C:10]1[CH:15]=[CH:14][CH:13]=[CH:12][CH:11]=1)[CH:24]([NH:23][C:21](=[O:22])[O:20][C:16]([CH3:19])([CH3:18])[CH3:17])[CH3:28], predict the reactants needed to synthesize it. The reactants are: [NH2:1][N:2]1[CH:6]=[CH:5][CH:4]=[C:3]1[C:7]([NH:9][C:10]1[CH:15]=[CH:14][CH:13]=[CH:12][CH:11]=1)=[O:8].[C:16]([O:20][C:21]([NH:23][CH:24]([CH2:28]C)[C:25](O)=[O:26])=[O:22])([CH3:19])([CH3:18])[CH3:17]. (5) Given the product [Cl:28][CH2:29][CH2:30][CH2:31][N:10]1[C:11]2[C:7](=[CH:6][CH:5]=[CH:4][C:3]=2[CH2:1][CH3:2])[C:8]([C:18](=[O:19])[CH3:20])=[CH:9]1, predict the reactants needed to synthesize it. The reactants are: [CH2:1]([C:3]1[CH:4]=[CH:5][CH:6]=[C:7]2[C:11]=1[NH:10][CH:9]=[CH:8]2)[CH3:2].[Al](Cl)(CC)CC.[C:18](Cl)([CH3:20])=[O:19].C([O-])([O-])=O.[Cs+].[Cs+].[Cl:28][CH2:29][CH2:30][CH2:31]I.